This data is from Reaction yield outcomes from USPTO patents with 853,638 reactions. The task is: Predict the reaction yield, written as a fraction of the theoretical maximum amount of product (1.0 means a 100% yield; for example, 0.34 means a 34% yield). (1) The reactants are [N:1]1[C:10]2[C:5](=[CH:6][CH:7]=[CH:8][C:9]=2[NH:11][C:12]([C:14]2[CH:19]=[CH:18][C:17]([NH:20]C(=O)OC(C)(C)C)=[CH:16][CH:15]=2)=[O:13])[CH:4]=[CH:3][CH:2]=1.FC(F)(F)C(O)=O.C(N(CC)CC)C.[C:42]([O:53][CH3:54])(=[O:52])[CH2:43][CH2:44][CH2:45][CH2:46][CH2:47][CH2:48][C:49]([O-:51])=O.C(N=C=NCCCN(C)C)C. No catalyst specified. The product is [O:51]=[C:49]([NH:20][C:17]1[CH:18]=[CH:19][C:14]([C:12](=[O:13])[NH:11][C:9]2[CH:8]=[CH:7][CH:6]=[C:5]3[C:10]=2[N:1]=[CH:2][CH:3]=[CH:4]3)=[CH:15][CH:16]=1)[CH2:48][CH2:47][CH2:46][CH2:45][CH2:44][CH2:43][C:42]([O:53][CH3:54])=[O:52]. The yield is 0.320. (2) The reactants are [NH2:1][C:2]1[CH:9]=[CH:8][C:7]([Cl:10])=[CH:6][C:3]=1[C:4]#[N:5].O.[CH:12]([NH2:14])=O. No catalyst specified. The product is [NH2:5][C:4]1[C:3]2[C:2](=[CH:9][CH:8]=[C:7]([Cl:10])[CH:6]=2)[N:1]=[CH:12][N:14]=1. The yield is 0.950. (3) The reactants are [NH2:1][C:2]1[CH:7]=[C:6]([C:8]([F:11])([F:10])[F:9])[CH:5]=[CH:4][C:3]=1[S:12]([NH:15][C:16]1[CH:17]=[CH:18][CH:19]=[C:20]2[C:25]=1[N:24]=[CH:23][CH:22]=[CH:21]2)(=[O:14])=[O:13].[F:26][C:27]([F:38])([F:37])[C:28](O[C:28](=[O:29])[C:27]([F:38])([F:37])[F:26])=[O:29].CCN(C(C)C)C(C)C. No catalyst specified. The product is [F:26][C:27]([F:38])([F:37])[C:28]([NH:1][C:2]1[CH:7]=[C:6]([C:8]([F:9])([F:11])[F:10])[CH:5]=[CH:4][C:3]=1[S:12](=[O:13])(=[O:14])[NH:15][C:16]1[CH:17]=[CH:18][CH:19]=[C:20]2[C:25]=1[N:24]=[CH:23][CH:22]=[CH:21]2)=[O:29]. The yield is 0.410. (4) The yield is 0.780. No catalyst specified. The product is [CH3:16][CH2:15][CH:14]([NH:13][C:2]1[C:3]([NH2:12])=[N:4][C:5]2[C:10](=[CH:9][CH:8]=[CH:7][CH:6]=2)[N:11]=1)[CH2:17][CH3:18]. The reactants are Cl[C:2]1[C:3]([NH2:12])=[N:4][C:5]2[C:10]([N:11]=1)=[CH:9][CH:8]=[CH:7][CH:6]=2.[NH2:13][CH:14]([CH2:17][CH3:18])[CH2:15][CH3:16]. (5) The reactants are [Br:1][C:2]1[CH:3]=[C:4]([C:8]2[CH:16]=[CH:15][CH:14]=[C:13]3[C:9]=2[CH2:10][C:11](=[O:17])[NH:12]3)[CH:5]=[CH:6][CH:7]=1.[CH3:18][C@H:19]1[NH:24][C@@H:23]([CH3:25])[CH2:22][N:21]([C:26]([C:28]2[C:29]([CH3:36])=[C:30]([CH:34]=O)[NH:31][C:32]=2[CH3:33])=[O:27])[CH2:20]1. The catalyst is C(O)C.N1CCCCC1. The product is [Br:1][C:2]1[CH:3]=[C:4]([C:8]2[CH:16]=[CH:15][CH:14]=[C:13]3[C:9]=2[C:10](=[CH:34][C:30]2[NH:31][C:32]([CH3:33])=[C:28]([C:26]([N:21]4[CH2:20][C@H:19]([CH3:18])[NH:24][C@H:23]([CH3:25])[CH2:22]4)=[O:27])[C:29]=2[CH3:36])[C:11](=[O:17])[NH:12]3)[CH:5]=[CH:6][CH:7]=1. The yield is 0.700. (6) The reactants are C(OC(=O)C(N)[C@@H](C(OC(C)(C)C)=O)C(N[C@@H](CC1C=CC=CC=1)COC)=O)C1C=CC=CC=1.[C:35]1([C:50]2[CH:55]=[CH:54][CH:53]=[CH:52][CH:51]=2)[CH:40]=[CH:39][C:38]([C:41]2[O:42][C:43]([CH2:46][C:47]([OH:49])=O)=[CH:44][CH:45]=2)=[CH:37][CH:36]=1.FC(F)(F)C(O)=O.[CH3:63][NH:64][C:65](=[O:72])[C@H:66]([C:68]([CH3:71])([CH3:70])[CH3:69])[NH2:67].F[P-](F)(F)(F)(F)F.N1(O[P+](N(C)C)(N(C)C)N(C)C)C2C=CC=CC=2N=N1. The catalyst is CO.C(Cl)Cl. The product is [CH3:69][C:68]([CH3:71])([CH3:70])[C@H:66]([NH:67][C:47](=[O:49])[CH2:46][C:43]1[O:42][C:41]([C:38]2[CH:37]=[CH:36][C:35]([C:50]3[CH:55]=[CH:54][CH:53]=[CH:52][CH:51]=3)=[CH:40][CH:39]=2)=[CH:45][CH:44]=1)[C:65](=[O:72])[NH:64][CH3:63]. The yield is 0.580. (7) The reactants are [CH3:1][Li].[Cl:3][C:4]1[C:11]([N+:12]([O-:14])=[O:13])=[CH:10][CH:9]=[CH:8][C:5]=1[CH:6]=[O:7]. The product is [Cl:3][C:4]1[C:11]([N+:12]([O-:14])=[O:13])=[CH:10][CH:9]=[CH:8][C:5]=1[C@@H:6]([OH:7])[CH3:1]. The catalyst is [Ti](Cl)(Cl)(Cl)Cl.CCOCC. The yield is 0.840. (8) The catalyst is C1COCC1.O. The reactants are [CH3:1][O:2][C:3]1[CH:4]=[C:5]([C:8]([O:11]COC)=[CH:9][N:10]=1)[CH:6]=[O:7].Cl.C([O-])([O-])=O.[K+].[K+]. The product is [OH:11][C:8]1[C:5]([CH:6]=[O:7])=[CH:4][C:3]([O:2][CH3:1])=[N:10][CH:9]=1. The yield is 0.746. (9) The reactants are [CH3:1]N(C)C=O.[H-].[Na+].[CH3:8][O:9][C:10]1[CH:11]=[C:12]2[C:17](=[CH:18][C:19]=1[O:20][CH3:21])[N:16]=[CH:15][N:14]=[C:13]2[O:22][C:23]1[CH:28]=[CH:27][C:26]([NH:29][C:30](=[O:38])[O:31][CH:32]2[CH2:37][CH2:36][CH2:35][CH2:34][CH2:33]2)=[CH:25][CH:24]=1.CI. The catalyst is O. The product is [CH3:8][O:9][C:10]1[CH:11]=[C:12]2[C:17](=[CH:18][C:19]=1[O:20][CH3:21])[N:16]=[CH:15][N:14]=[C:13]2[O:22][C:23]1[CH:24]=[CH:25][C:26]([N:29]([CH3:1])[C:30](=[O:38])[O:31][CH:32]2[CH2:33][CH2:34][CH2:35][CH2:36][CH2:37]2)=[CH:27][CH:28]=1. The yield is 0.830.